Dataset: CYP2C19 inhibition data for predicting drug metabolism from PubChem BioAssay. Task: Regression/Classification. Given a drug SMILES string, predict its absorption, distribution, metabolism, or excretion properties. Task type varies by dataset: regression for continuous measurements (e.g., permeability, clearance, half-life) or binary classification for categorical outcomes (e.g., BBB penetration, CYP inhibition). Dataset: cyp2c19_veith. (1) The drug is c1nc(NCCc2cnc[nH]2)c2[nH]cnc2n1. The result is 0 (non-inhibitor). (2) The molecule is Cn1c(=O)c2c(n(Cc3ccccc3)c1=O)NC(=O)C2CC(=O)NCc1cccc(Cl)c1. The result is 0 (non-inhibitor).